This data is from Reaction yield outcomes from USPTO patents with 853,638 reactions. The task is: Predict the reaction yield, written as a fraction of the theoretical maximum amount of product (1.0 means a 100% yield; for example, 0.34 means a 34% yield). (1) The catalyst is CN(C)C=O.C(OCC)(=O)C. The yield is 0.990. The reactants are [CH3:1][CH:2]([OH:4])[CH3:3].[H-].[Na+].[F:7][C:8]([F:36])([F:35])[C:9]1[CH:10]=[C:11]([CH:32]=[CH:33][CH:34]=1)[CH2:12][NH:13][C:14](=[O:31])[C:15]1[CH:20]=[CH:19][N:18]=[C:17]([C:21]2[CH:26]=[C:25](F)[CH:24]=[CH:23][C:22]=2[N+:28]([O-:30])=[O:29])[CH:16]=1. The product is [F:7][C:8]([F:36])([F:35])[C:9]1[CH:10]=[C:11]([CH:32]=[CH:33][CH:34]=1)[CH2:12][NH:13][C:14](=[O:31])[C:15]1[CH:20]=[CH:19][N:18]=[C:17]([C:21]2[CH:26]=[C:25]([O:4][CH:2]([CH3:3])[CH3:1])[CH:24]=[CH:23][C:22]=2[N+:28]([O-:30])=[O:29])[CH:16]=1. (2) The reactants are [C:1]([O:5][C:6]([NH:8][C@H:9]([CH2:16][OH:17])[CH2:10][CH2:11][C:12]([O:14][CH3:15])=[O:13])=[O:7])([CH3:4])([CH3:3])[CH3:2].CO[C:20]([CH3:22])=[CH2:21]. The catalyst is CC(C)=O.B(F)(F)F.CCOCC. The product is [CH3:15][O:14][C:12](=[O:13])[CH2:11][CH2:10][C@H:9]1[CH2:16][O:17][C:20]([CH3:22])([CH3:21])[N:8]1[C:6]([O:5][C:1]([CH3:2])([CH3:4])[CH3:3])=[O:7]. The yield is 0.900. (3) The reactants are Br[C:2]1[C:3]([NH2:22])=[N:4][CH:5]=[C:6]([C:8]2[CH:13]=[CH:12][C:11]([O:14][Si:15]([C:18]([CH3:21])([CH3:20])[CH3:19])([CH3:17])[CH3:16])=[CH:10][CH:9]=2)[N:7]=1.[C:23]1(/[CH:29]=[CH:30]/B(O)O)[CH:28]=[CH:27][CH:26]=[CH:25][CH:24]=1.C([O-])([O-])=O.[Na+].[Na+].O. The catalyst is C1(C)C=CC=CC=1.C(O)C.Cl[Pd](Cl)([P](C1C=CC=CC=1)(C1C=CC=CC=1)C1C=CC=CC=1)[P](C1C=CC=CC=1)(C1C=CC=CC=1)C1C=CC=CC=1. The product is [Si:15]([O:14][C:11]1[CH:12]=[CH:13][C:8]([C:6]2[N:7]=[C:2](/[CH:30]=[CH:29]/[C:23]3[CH:28]=[CH:27][CH:26]=[CH:25][CH:24]=3)[C:3]([NH2:22])=[N:4][CH:5]=2)=[CH:9][CH:10]=1)([C:18]([CH3:21])([CH3:20])[CH3:19])([CH3:17])[CH3:16]. The yield is 0.940. (4) The product is [F:11][C:12]1[CH:19]=[CH:18][C:15]([CH:16]2[C:4]3[C:3](=[CH:2][C:1]([CH3:10])=[CH:6][CH:5]=3)[CH2:7][CH2:8][NH:9]2)=[CH:14][CH:13]=1. The reactants are [C:1]1([CH3:10])[CH:6]=[CH:5][CH:4]=[C:3]([CH2:7][CH2:8][NH2:9])[CH:2]=1.[F:11][C:12]1[CH:19]=[CH:18][C:15]([CH:16]=O)=[CH:14][CH:13]=1. The yield is 0.320. The catalyst is CCO. (5) The reactants are [NH2:1][C:2]([CH3:12])([CH3:11])[C:3]([C:5]1[CH:10]=[CH:9][CH:8]=[CH:7][CH:6]=1)=[O:4].CC1C=CC(S(O)(=O)=O)=CC=1.[CH:24]1[C:33]2[C:28](=[CH:29][CH:30]=[CH:31][CH:32]=2)[CH:27]=[CH:26][C:25]=1[S:34](Cl)(=[O:36])=[O:35].C(N(CC)CC)C. The catalyst is CN(C=O)C. The product is [CH3:11][C:2]([NH:1][S:34]([C:25]1[CH:26]=[CH:27][C:28]2[C:33](=[CH:32][CH:31]=[CH:30][CH:29]=2)[CH:24]=1)(=[O:36])=[O:35])([CH3:12])[C:3](=[O:4])[C:5]1[CH:10]=[CH:9][CH:8]=[CH:7][CH:6]=1. The yield is 0.313. (6) The reactants are Cl[C:2]1[CH:3]=[C:4]2[C:13](=[CH:14][CH:15]=1)[C:12](=[O:16])[NH:11][C:10]1[CH2:9][CH:8]([CH:17]([CH3:19])[CH3:18])[O:7][CH2:6][C:5]2=1.[CH:20]1(B(O)O)[CH2:22][CH2:21]1.C1(P(C2CCCCC2)C2CCCCC2)CCCCC1.[O-]P([O-])([O-])=O.[K+].[K+].[K+]. The catalyst is O1CCOCC1.C([O-])(=O)C.[Pd+2].C([O-])(=O)C.O. The product is [CH:20]1([C:2]2[CH:3]=[C:4]3[C:13](=[CH:14][CH:15]=2)[C:12](=[O:16])[NH:11][C:10]2[CH2:9][CH:8]([CH:17]([CH3:19])[CH3:18])[O:7][CH2:6][C:5]3=2)[CH2:22][CH2:21]1. The yield is 0.680.